This data is from Tyrosyl-DNA phosphodiesterase HTS with 341,365 compounds. The task is: Binary Classification. Given a drug SMILES string, predict its activity (active/inactive) in a high-throughput screening assay against a specified biological target. (1) The compound is O1c2cc(CN3CCN(CC3)C(=O)/C=C\c3cc([N+]([O-])=O)ccc3)ccc2OC1. The result is 0 (inactive). (2) The compound is S(c1nc2c(cc1CC)cccc2)CC(=O)Nc1noc(c1)C. The result is 0 (inactive). (3) The drug is Brc1ccc(C(=O)NNC(=O)C2OCCC2)cc1. The result is 0 (inactive). (4) The molecule is S(c1c(NC(=O)COc2c(nccc2)[N+]([O-])=O)cccc1)c1ccccc1. The result is 0 (inactive). (5) The molecule is o1c(/C=N\Nc2nc3c(c(c2)C)cc(cc3)C)ccc1. The result is 0 (inactive). (6) The molecule is Brc1cc(C2=NOC3(CCN(CC3)c3c(NC(=O)c4occc4)cc(cc3)C(=O)NCc3ccc(cc3)C)C2)ccc1. The result is 0 (inactive). (7) The drug is O1CCN(CC1)c1ccc(NC(=O)COC(=O)CCOc2ccc(OCC)cc2)cc1. The result is 0 (inactive). (8) The molecule is O=C(NCc1ccc(N(C)C)cc1)c1cc2c(n(c(c2C)C)CC)cc1. The result is 0 (inactive). (9) The compound is Fc1cc(C(=O)Nc2cc(OC)c(NC(=O)c3oc4c(c3)cccc4)cc2)ccc1. The result is 0 (inactive). (10) The compound is n1(nnnc1NC1CCCCC1)C1CCCCC1. The result is 0 (inactive).